Dataset: Full USPTO retrosynthesis dataset with 1.9M reactions from patents (1976-2016). Task: Predict the reactants needed to synthesize the given product. (1) Given the product [C:14]1([C:6]2[CH:5]=[C:4]3[C:9](=[CH:8][CH:7]=2)[NH:1][CH:2]=[CH:3]3)[CH:19]=[CH:18][CH:17]=[CH:16][CH:15]=1, predict the reactants needed to synthesize it. The reactants are: [NH:1]1[C:9]2[C:4](=[CH:5][C:6](B(O)O)=[CH:7][CH:8]=2)[CH:3]=[CH:2]1.I[C:14]1[CH:19]=[CH:18][CH:17]=[CH:16][CH:15]=1.C(=O)([O-])[O-].[Na+].[Na+].Cl. (2) Given the product [F:20][C:17]1[CH:16]=[CH:15][C:14]([N:10]2[C:11]([I:13])=[CH:12][C:8]([NH2:3])=[N:9]2)=[CH:19][CH:18]=1, predict the reactants needed to synthesize it. The reactants are: CC1[N:3]([C:8]2[CH:12]=[C:11]([I:13])[N:10]([C:14]3[CH:19]=[CH:18][C:17]([F:20])=[CH:16][CH:15]=3)[N:9]=2)C(C)=CC=1.[Cl-].O[NH3+].C(N(CC)CC)C. (3) Given the product [F:11][CH:2]([F:1])[C@@:3]1([C:13]2[CH:18]=[CH:17][CH:16]=[CH:15][C:14]=2[F:19])[C@H:7]2[CH2:8][O:9][CH2:10][C@H:6]2[O:5][NH:4]1, predict the reactants needed to synthesize it. The reactants are: [F:1][CH:2]([F:11])[C:3]1[C@H:7]2[CH2:8][O:9][CH2:10][C@H:6]2[O:5][N:4]=1.Br[C:13]1[CH:18]=[CH:17][CH:16]=[CH:15][C:14]=1[F:19]. (4) Given the product [C:19]([O:23][C:24]([NH:12][NH:11][C:4]1[C:3]([CH3:2])=[CH:8][C:7]([CH3:9])=[CH:6][C:5]=1[CH3:10])=[O:25])([CH3:22])([CH3:21])[CH3:20], predict the reactants needed to synthesize it. The reactants are: Cl.[CH3:2][C:3]1[CH:8]=[C:7]([CH3:9])[CH:6]=[C:5]([CH3:10])[C:4]=1[NH:11][NH2:12].C([O-])([O-])=O.[K+].[K+].[C:19]([O:23][C:24](O[C:24]([O:23][C:19]([CH3:22])([CH3:21])[CH3:20])=[O:25])=[O:25])([CH3:22])([CH3:21])[CH3:20].